The task is: Regression. Given two drug SMILES strings and cell line genomic features, predict the synergy score measuring deviation from expected non-interaction effect.. This data is from NCI-60 drug combinations with 297,098 pairs across 59 cell lines. (1) Drug 1: CC1=CC=C(C=C1)C2=CC(=NN2C3=CC=C(C=C3)S(=O)(=O)N)C(F)(F)F. Drug 2: CCC1(C2=C(COC1=O)C(=O)N3CC4=CC5=C(C=CC(=C5CN(C)C)O)N=C4C3=C2)O.Cl. Cell line: OVCAR-8. Synergy scores: CSS=28.2, Synergy_ZIP=-5.02, Synergy_Bliss=-3.70, Synergy_Loewe=-26.2, Synergy_HSA=-3.30. (2) Drug 1: CCCCC(=O)OCC(=O)C1(CC(C2=C(C1)C(=C3C(=C2O)C(=O)C4=C(C3=O)C=CC=C4OC)O)OC5CC(C(C(O5)C)O)NC(=O)C(F)(F)F)O. Drug 2: C(CCl)NC(=O)N(CCCl)N=O. Cell line: PC-3. Synergy scores: CSS=31.4, Synergy_ZIP=-10.9, Synergy_Bliss=-6.18, Synergy_Loewe=-9.31, Synergy_HSA=-3.79. (3) Drug 1: CC1C(C(=O)NC(C(=O)N2CCCC2C(=O)N(CC(=O)N(C(C(=O)O1)C(C)C)C)C)C(C)C)NC(=O)C3=C4C(=C(C=C3)C)OC5=C(C(=O)C(=C(C5=N4)C(=O)NC6C(OC(=O)C(N(C(=O)CN(C(=O)C7CCCN7C(=O)C(NC6=O)C(C)C)C)C)C(C)C)C)N)C. Drug 2: C(CN)CNCCSP(=O)(O)O. Cell line: COLO 205. Synergy scores: CSS=43.2, Synergy_ZIP=10.3, Synergy_Bliss=11.9, Synergy_Loewe=-71.8, Synergy_HSA=10.3.